This data is from Reaction yield outcomes from USPTO patents with 853,638 reactions. The task is: Predict the reaction yield, written as a fraction of the theoretical maximum amount of product (1.0 means a 100% yield; for example, 0.34 means a 34% yield). The reactants are [Cl-].[F:2][C:3]1[CH:4]=[CH:5][C:6]([CH3:13])=[C:7]([S:9]([NH2:12])(=[O:11])=[O:10])[CH:8]=1.[NH4+].[OH-]. The catalyst is CC(C)=O. The product is [F:2][C:3]1[CH:4]=[CH:5][C:6]([CH3:13])=[C:7]([S:9]([NH2:12])(=[O:10])=[O:11])[CH:8]=1. The yield is 0.980.